From a dataset of Reaction yield outcomes from USPTO patents with 853,638 reactions. Predict the reaction yield, written as a fraction of the theoretical maximum amount of product (1.0 means a 100% yield; for example, 0.34 means a 34% yield). (1) The reactants are [CH3:1][N:2]1[C:11]2[C:6](=[CH:7][CH:8]=[CH:9][CH:10]=2)[NH:5][C:4]([CH3:13])([CH3:12])[C:3]1=[O:14].[N+:15]([O-])([OH:17])=[O:16].[OH-].[Na+]. The catalyst is OS(O)(=O)=O. The product is [CH3:1][N:2]1[C:11]2[C:6](=[CH:7][C:8]([N+:15]([O-:17])=[O:16])=[CH:9][CH:10]=2)[NH:5][C:4]([CH3:12])([CH3:13])[C:3]1=[O:14]. The yield is 0.940. (2) The reactants are CO[C:3](=[O:25])[C:4]1[CH:9]=[CH:8][C:7]([O:10][CH2:11][C:12]2[C:13]([C:18]3[CH:23]=[CH:22][CH:21]=[C:20]([F:24])[CH:19]=3)=[N:14][O:15][C:16]=2[CH3:17])=[N:6][CH:5]=1.[NH:26]1[CH2:31][CH2:30][O:29][CH2:28][CH2:27]1. The product is [F:24][C:20]1[CH:19]=[C:18]([C:13]2[C:12]([CH2:11][O:10][C:7]3[N:6]=[CH:5][C:4]([C:3]([N:26]4[CH2:31][CH2:30][O:29][CH2:28][CH2:27]4)=[O:25])=[CH:9][CH:8]=3)=[C:16]([CH3:17])[O:15][N:14]=2)[CH:23]=[CH:22][CH:21]=1. The yield is 0.500. No catalyst specified. (3) The reactants are [CH:1]1([CH2:4][NH:5][C:6](=[O:23])[NH:7][C@@H:8]([C:19]([CH3:22])([CH3:21])[CH3:20])[C:9]([O:11]CC2C=CC=CC=2)=[O:10])[CH2:3][CH2:2]1. The catalyst is CCO.[Pd]. The product is [CH:1]1([CH2:4][NH:5][C:6](=[O:23])[NH:7][C@@H:8]([C:19]([CH3:21])([CH3:20])[CH3:22])[C:9]([OH:11])=[O:10])[CH2:3][CH2:2]1. The yield is 0.960.